This data is from Catalyst prediction with 721,799 reactions and 888 catalyst types from USPTO. The task is: Predict which catalyst facilitates the given reaction. Reactant: [C:1]12([C:11]3[CH:17]=[CH:16][C:14]([NH2:15])=[CH:13][CH:12]=3)[CH2:10][CH:5]3[CH2:6][CH:7]([CH2:9][CH:3]([CH2:4]3)[CH2:2]1)[CH2:8]2.C(=O)([O-])[O-].[K+].[K+].Cl[C:25](=[O:31])[C:26]([O:28][CH2:29][CH3:30])=[O:27]. Product: [C:1]12([C:11]3[CH:12]=[CH:13][C:14]([NH:15][C:25](=[O:31])[C:26]([O:28][CH2:29][CH3:30])=[O:27])=[CH:16][CH:17]=3)[CH2:8][CH:7]3[CH2:9][CH:3]([CH2:4][CH:5]([CH2:6]3)[CH2:10]1)[CH2:2]2. The catalyst class is: 1.